Predict the reaction yield, written as a fraction of the theoretical maximum amount of product (1.0 means a 100% yield; for example, 0.34 means a 34% yield). From a dataset of Reaction yield outcomes from USPTO patents with 853,638 reactions. The reactants are [Cl:1][C:2]1[C:3]2[N:4]([CH:8]=[C:9]([CH2:11][CH3:12])[N:10]=2)[CH:5]=[CH:6][CH:7]=1.I[C:14]1[CH:15]=[C:16]([OH:20])[CH:17]=[CH:18][CH:19]=1.C([O-])(=O)C.[K+]. The catalyst is CN(C)C(=O)C.[OH-].[OH-].[Pd+2]. The product is [Cl:1][C:2]1[C:3]2[N:4]([C:8]([C:14]3[CH:15]=[C:16]([OH:20])[CH:17]=[CH:18][CH:19]=3)=[C:9]([CH2:11][CH3:12])[N:10]=2)[CH:5]=[CH:6][CH:7]=1. The yield is 0.640.